From a dataset of Forward reaction prediction with 1.9M reactions from USPTO patents (1976-2016). Predict the product of the given reaction. (1) Given the reactants S(=O)(=O)(O)O.[OH2:6].[F:7][C:8]([F:23])([F:22])[C:9]1[CH:14]=[CH:13][C:12]([NH:15][C@H:16]([CH2:20][CH3:21])[CH2:17][C:18]#[N:19])=[CH:11][CH:10]=1, predict the reaction product. The product is: [F:7][C:8]([F:22])([F:23])[C:9]1[CH:10]=[CH:11][C:12]([NH:15][C@H:16]([CH2:20][CH3:21])[CH2:17][C:18]([NH2:19])=[O:6])=[CH:13][CH:14]=1. (2) Given the reactants Br[C:2]1[S:6][C:5]([C:7]([S:10]([CH3:13])(=[O:12])=[O:11])([CH3:9])[CH3:8])=[N:4][CH:3]=1.[CH3:14][C:15]1[CH:16]=[C:17]([NH:30][C:31]2[N:36]=[C:35]([C:37]([F:40])([F:39])[F:38])[CH:34]=[CH:33][N:32]=2)[CH:18]=[C:19](B2OC(C)(C)C(C)(C)O2)[CH:20]=1.C(Cl)Cl.C([O-])([O-])=O.[Na+].[Na+], predict the reaction product. The product is: [CH3:14][C:15]1[C:16]([C:2]2[S:6][C:5]([C:7]([S:10]([CH3:13])(=[O:12])=[O:11])([CH3:9])[CH3:8])=[N:4][CH:3]=2)=[C:17]([NH:30][C:31]2[N:36]=[C:35]([C:37]([F:39])([F:38])[F:40])[CH:34]=[CH:33][N:32]=2)[CH:18]=[CH:19][CH:20]=1. (3) Given the reactants [Na].F[C:3]1[CH:12]=[C:11]2[C:6]([C:7]([NH:13][C:14]3[CH:19]=[CH:18][C:17]([O:20][C:21]4[CH:26]=[CH:25][C:24]([F:27])=[CH:23][CH:22]=4)=[CH:16][CH:15]=3)=[N:8][CH:9]=[N:10]2)=[CH:5][C:4]=1[N+:28]([O-:30])=[O:29].[CH3:31][OH:32], predict the reaction product. The product is: [F:27][C:24]1[CH:25]=[CH:26][C:21]([O:20][C:17]2[CH:16]=[CH:15][C:14]([NH:13][C:7]3[C:6]4[C:11](=[CH:12][C:3]([O:32][CH3:31])=[C:4]([N+:28]([O-:30])=[O:29])[CH:5]=4)[N:10]=[CH:9][N:8]=3)=[CH:19][CH:18]=2)=[CH:22][CH:23]=1. (4) Given the reactants Cl[CH2:2][CH:3]=[CH:4][C:5]#[C:6][C:7]([CH3:10])([CH3:9])[CH3:8].[CH3:11][NH2:12], predict the reaction product. The product is: [CH3:11][NH:12][CH2:2]/[CH:3]=[CH:4]/[C:5]#[C:6][C:7]([CH3:10])([CH3:9])[CH3:8]. (5) Given the reactants [Br:1][C:2]1[CH:7]=[CH:6][CH:5]=[C:4](I)[N:3]=1.C[Si](C)(C)[C:11]#[C:12][CH3:13].C(N(CC)CC)C.[F-].C([N+](CCCC)(CCCC)CCCC)CCC, predict the reaction product. The product is: [Br:1][C:2]1[CH:7]=[CH:6][CH:5]=[C:4]([C:11]#[C:12][CH3:13])[N:3]=1.